From a dataset of Clinical trial toxicity outcomes and FDA approval status for drugs. Regression/Classification. Given a drug SMILES string, predict its toxicity properties. Task type varies by dataset: regression for continuous values (e.g., LD50, hERG inhibition percentage) or binary classification for toxic/non-toxic outcomes (e.g., AMES mutagenicity, cardiotoxicity, hepatotoxicity). Dataset: clintox. (1) The drug is O=C([O-])C(O)C(O)C(=O)[O-]. The result is 0 (passed clinical trial). (2) The molecule is C[C@H]1O[C@H](O[C@@H]2[C@@H](CO)O[C@H](O[C@@H]3[C@@H](CO)O[C@@H](O)[C@H](O)[C@H]3O)[C@H](O)[C@H]2O)[C@H](O)[C@@H](O)[C@@H]1[NH2+][C@H]1C=C(CO)[C@H](O)[C@H](O)[C@H]1O. The result is 0 (passed clinical trial). (3) The compound is CC[C@H](C)[C@@H]1NC(=O)[C@H](Cc2ccc(O)cc2)NC(=O)[C@@H]([NH3+])CSSC[C@@H](C(=O)N2CCC[C@H]2C(=O)N[C@@H](CC(C)C)C(=O)NCC(N)=O)NC(=O)[C@H](CC(N)=O)NC(=O)[C@H](CCC(N)=O)NC1=O. The result is 0 (passed clinical trial). (4) The molecule is OCC(O)CO. The result is 0 (passed clinical trial). (5) The molecule is C=C/C=C/CC1=C(C)[C@@H](OC(=O)[C@@H]2[C@@H](C=C(C)C)C2(C)C)CC1=O. The result is 0 (passed clinical trial).